From a dataset of Full USPTO retrosynthesis dataset with 1.9M reactions from patents (1976-2016). Predict the reactants needed to synthesize the given product. (1) Given the product [Cl:1][C:2]1[CH:3]=[C:4]([CH:24]=[CH:25][C:26]=1[F:27])[CH2:5][N:6]1[CH2:15][CH2:14][C:13]2[C:8](=[C:9]([OH:22])[C:10](=[O:21])[N:11]([CH2:39][CH2:38][N:37]3[CH2:35][CH2:34][CH2:40][CH2:41]3)[C:12]=2[C:16]([N:18]([CH3:20])[CH3:19])=[O:17])[C:7]1=[O:23], predict the reactants needed to synthesize it. The reactants are: [Cl:1][C:2]1[CH:3]=[C:4]([CH:24]=[CH:25][C:26]=1[F:27])[CH2:5][N:6]1[CH2:15][CH2:14][C:13]2[C:12]([C:16]([N:18]([CH3:20])[CH3:19])=[O:17])=[N:11][C:10]([OH:21])=[C:9]([OH:22])[C:8]=2[C:7]1=[O:23].C[O-].[Mg+2].C[O-].Br[CH2:34][CH2:35]Cl.[NH:37]1[CH2:41][CH2:40][CH2:39][CH2:38]1.[I-].[Na+]. (2) Given the product [OH:2][C:3]1[CH:8]=[CH:7][CH:6]=[C:5]([OH:9])[C:4]=1[C:11]1[C:24]2[C:19]([C:18]([C:25]3[C:26]([OH:33])=[CH:27][CH:28]=[CH:29][C:30]=3[OH:31])=[C:17]3[C:12]=1[CH:13]=[CH:14][CH:15]=[CH:16]3)=[CH:20][CH:21]=[CH:22][CH:23]=2, predict the reactants needed to synthesize it. The reactants are: C[O:2][C:3]1[CH:8]=[CH:7][CH:6]=[C:5]([O:9]C)[C:4]=1[C:11]1[C:12]2[C:17]([C:18]([C:25]3[C:30]([O:31]C)=[CH:29][CH:28]=[CH:27][C:26]=3[O:33]C)=[C:19]3[C:24]=1[CH:23]=[CH:22][CH:21]=[CH:20]3)=[CH:16][CH:15]=[CH:14][CH:13]=2.[I-].[Li+].Cl. (3) Given the product [N:28]1[C:27]2[CH:31]=[CH:32][C:24]([CH2:23][N:11]([S:12]([C:15]3[CH:16]=[CH:17][C:18]([O:21][CH3:22])=[CH:19][CH:20]=3)(=[O:14])=[O:13])[C@H:7]([CH:8]([CH3:10])[CH3:9])[C:6]([OH:33])=[O:5])=[CH:25][C:26]=2[NH:30][CH:29]=1, predict the reactants needed to synthesize it. The reactants are: C([O:5][C:6](=[O:33])[C@H:7]([N:11]([CH2:23][C:24]1[CH:32]=[CH:31][C:27]2[N:28]=[CH:29][NH:30][C:26]=2[CH:25]=1)[S:12]([C:15]1[CH:20]=[CH:19][C:18]([O:21][CH3:22])=[CH:17][CH:16]=1)(=[O:14])=[O:13])[CH:8]([CH3:10])[CH3:9])(C)(C)C.FC(F)(F)C(O)=O.C(Cl)Cl. (4) Given the product [ClH:1].[CH2:31]1[C:27]2([CH2:26][CH2:25][N:24]([C:22]([N:18]3[CH2:19][CH2:20][CH2:21][C@H:16]([NH:15][C:13]([C:6]45[CH2:5][CH:4]6[CH2:12][CH:8]([CH2:9][CH:10]([CH:3]6[OH:2])[CH2:11]4)[CH2:7]5)=[O:14])[CH2:17]3)=[O:23])[CH2:40][CH2:39]2)[CH2:28][CH2:29][NH:30]1, predict the reactants needed to synthesize it. The reactants are: [ClH:1].[OH:2][CH:3]1[CH:10]2[CH2:11][C:6]3([C:13]([NH:15][C@H:16]4[CH2:21][CH2:20][CH2:19][N:18]([C:22]([N:24]5[CH2:40][CH2:39][C:27]6([CH2:31][N:30](C(OC(C)(C)C)=O)[CH2:29][CH2:28]6)[CH2:26][CH2:25]5)=[O:23])[CH2:17]4)=[O:14])[CH2:7][CH:8]([CH2:12][CH:4]1[CH2:5]3)[CH2:9]2. (5) Given the product [CH2:1]([O:8][C:9]1[C:18]2[C:13](=[CH:14][CH:15]=[C:16]([C:19]3[CH:24]=[CH:23][CH:22]=[C:21]([C:28]4[C:27]([F:26])=[CH:32][CH:31]=[CH:30][C:29]=4[F:33])[N:20]=3)[CH:17]=2)[N:12]=[CH:11][CH:10]=1)[C:2]1[CH:7]=[CH:6][CH:5]=[CH:4][CH:3]=1, predict the reactants needed to synthesize it. The reactants are: [CH2:1]([O:8][C:9]1[C:18]2[C:13](=[CH:14][CH:15]=[C:16]([C:19]3[CH:24]=[CH:23][CH:22]=[C:21](Br)[N:20]=3)[CH:17]=2)[N:12]=[CH:11][CH:10]=1)[C:2]1[CH:7]=[CH:6][CH:5]=[CH:4][CH:3]=1.[F:26][C:27]1[CH:32]=[CH:31][CH:30]=[C:29]([F:33])[C:28]=1B(O)O.C(N(C(C)C)CC)(C)C. (6) Given the product [CH3:17][C:9]12[C@@H:14]3[C@H:5]4[C:27]5([CH3:28])[CH2:26][CH:25]([CH2:15]3)[CH2:1][C@@H:10]1[C@H:11]5[CH2:12][CH:7]([CH2:6]4)[CH2:8]2, predict the reactants needed to synthesize it. The reactants are: [CH2:1]1[CH:10]2[C:11]3(Br)[CH2:12][CH:7]4[CH2:8][CH:9]2[C:14]2(Br)[CH2:15]C1CC3[CH:5]2[CH2:6]4.[CH3:17][Mg]Br.O([CH2:25][CH2:26][CH2:27][CH3:28])[CH2:25][CH2:26][CH2:27][CH3:28]. (7) Given the product [F:1][C:2]1[CH:3]=[C:4]([CH:8]=[CH:9][C:10]=1[I:11])[C:5]([Cl:15])=[O:6], predict the reactants needed to synthesize it. The reactants are: [F:1][C:2]1[CH:3]=[C:4]([CH:8]=[CH:9][C:10]=1[I:11])[C:5](O)=[O:6].C(Cl)(=O)C([Cl:15])=O.